Dataset: Full USPTO retrosynthesis dataset with 1.9M reactions from patents (1976-2016). Task: Predict the reactants needed to synthesize the given product. (1) The reactants are: [F-].C([N+](CCCC)(CCCC)CCCC)CCC.[C:19]([O:23][C:24]([N:26]1[CH2:31][C@H:30]([O:32][CH2:33][O:34][CH2:35][C:36]2[CH:41]=[CH:40][CH:39]=[CH:38][CH:37]=2)[CH2:29][CH2:28][C@@H:27]1[CH:42]=[O:43])=[O:25])([CH3:22])([CH3:21])[CH3:20].[F:44][C:45]1[CH:50]=[C:49]([CH2:51][CH2:52][N+:53]([O-:55])=[O:54])[CH:48]=[C:47]([F:56])[CH:46]=1. Given the product [C:19]([O:23][C:24]([N:26]1[CH2:31][C@H:30]([O:32][CH2:33][O:34][CH2:35][C:36]2[CH:41]=[CH:40][CH:39]=[CH:38][CH:37]=2)[CH2:29][CH2:28][C@@H:27]1[CH:42]([OH:43])[CH:52]([N+:53]([O-:55])=[O:54])[CH2:51][C:49]1[CH:50]=[C:45]([F:44])[CH:46]=[C:47]([F:56])[CH:48]=1)=[O:25])([CH3:22])([CH3:21])[CH3:20], predict the reactants needed to synthesize it. (2) Given the product [CH2:35]([O:34][C:32](=[O:33])[CH2:31][CH2:30][C:27]1[CH:28]=[CH:29][C:24]([O:23][C:20]2[CH:21]=[CH:22][C:17]([C:11]([C:12](=[O:16])[N:55]([CH3:57])[CH3:56])=[CH:10][C:8]3[CH:7]=[CH:6][C:5]4[O:1][CH2:2][O:3][C:4]=4[CH:9]=3)=[CH:18][CH:19]=2)=[CH:25][CH:26]=1)[CH3:36], predict the reactants needed to synthesize it. The reactants are: [O:1]1[C:5]2[CH:6]=[CH:7][C:8]([CH:10]=[C:11]([C:17]3[CH:22]=[CH:21][C:20]([O:23][C:24]4[CH:29]=[CH:28][C:27]([CH2:30][CH2:31][C:32]([O:34][CH2:35][CH3:36])=[O:33])=[CH:26][CH:25]=4)=[CH:19][CH:18]=3)[C:12](=[O:16])C(O)=O)=[CH:9][C:4]=2[O:3][CH2:2]1.F[P-](F)(F)(F)(F)F.N1(O[P+](N(C)C)(N(C)C)[N:55]([CH3:57])[CH3:56])C2C=CC=CC=2N=N1.C(N(CC)CC)C.CNC.C1COCC1. (3) Given the product [Cl:1][C:2]1[CH:7]=[C:6]([CH2:8][OH:9])[CH:5]=[CH:4][C:3]=1[C:11]1[CH:12]=[CH:13][CH:14]=[CH:15][CH:16]=1, predict the reactants needed to synthesize it. The reactants are: [Cl:1][C:2]1[CH:7]=[C:6]([C:8](O)=[O:9])[CH:5]=[CH:4][C:3]=1[C:11]1[CH:16]=[CH:15][CH:14]=[CH:13][CH:12]=1.C(Cl)(=O)OCC.Cl. (4) Given the product [C:10]([O:14][C:15](=[O:25])[NH:16][C:17]1[C:18]([CH2:23][NH:9][CH2:8][C:3]2[C:2]([CH3:1])=[CH:7][CH:6]=[CH:5][N:4]=2)=[N:19][CH:20]=[CH:21][CH:22]=1)([CH3:13])([CH3:12])[CH3:11], predict the reactants needed to synthesize it. The reactants are: [CH3:1][C:2]1[C:3]([CH2:8][NH2:9])=[N:4][CH:5]=[CH:6][CH:7]=1.[C:10]([O:14][C:15](=[O:25])[NH:16][C:17]1[C:18]([CH:23]=O)=[N:19][CH:20]=[CH:21][CH:22]=1)([CH3:13])([CH3:12])[CH3:11].[BH-](OC(C)=O)(OC(C)=O)OC(C)=O.[Na+]. (5) Given the product [C:23]([O:22][CH2:21][CH:20]([O:26][C:27](=[O:29])[CH3:28])[CH2:19][NH:18][C:17](=[O:30])[C:14]1[C:13]([I:31])=[C:12]([N:32]=[C:39]=[O:40])[C:11]([I:33])=[C:10]([C:9](=[O:34])[NH:8][CH2:7][CH:6]([O:35][C:36](=[O:38])[CH3:37])[CH2:5][O:4][C:1](=[O:3])[CH3:2])[C:15]=1[I:16])(=[O:25])[CH3:24], predict the reactants needed to synthesize it. The reactants are: [C:1]([O:4][CH2:5][CH:6]([O:35][C:36](=[O:38])[CH3:37])[CH2:7][NH:8][C:9](=[O:34])[C:10]1[C:15]([I:16])=[C:14]([C:17](=[O:30])[NH:18][CH2:19][CH:20]([O:26][C:27](=[O:29])[CH3:28])[CH2:21][O:22][C:23](=[O:25])[CH3:24])[C:13]([I:31])=[C:12]([NH2:32])[C:11]=1[I:33])(=[O:3])[CH3:2].[C:39](Cl)(Cl)=[O:40].C1(C)C=CC=CC=1. (6) The reactants are: I[C:2]1[CH:21]=[CH:20][C:5]2[N:6]=[C:7]([C:12]3[CH:13]=[C:14]([CH:17]=[CH:18][CH:19]=3)[C:15]#[N:16])[CH2:8][C:9](=[O:11])[NH:10][C:4]=2[CH:3]=1.[CH3:22][O:23][C:24]1[CH:29]=[CH:28][C:27]([C:30]#[CH:31])=[CH:26][CH:25]=1. Given the product [CH3:22][O:23][C:24]1[CH:29]=[CH:28][C:27]([C:30]#[C:31][C:2]2[CH:21]=[CH:20][C:5]3[N:6]=[C:7]([C:12]4[CH:13]=[C:14]([CH:17]=[CH:18][CH:19]=4)[C:15]#[N:16])[CH2:8][C:9](=[O:11])[NH:10][C:4]=3[CH:3]=2)=[CH:26][CH:25]=1, predict the reactants needed to synthesize it. (7) The reactants are: [C:1]([C:5]1[O:9][N:8]=[C:7]([NH:10][C:11]([NH:13][C:14]2[CH:19]=[CH:18][CH:17]=[C:16]([O:20][C:21]3[C:30]4[C:25](=[CH:26][C:27]([O:33][CH2:34][CH2:35][CH2:36]Cl)=[C:28]([O:31][CH3:32])[CH:29]=4)[N:24]=[CH:23][N:22]=3)[CH:15]=2)=[O:12])[CH:6]=1)([CH3:4])([CH3:3])[CH3:2].[NH:38]1[CH2:43][CH2:42][S:41](=[O:45])(=[O:44])[CH2:40][CH2:39]1.C(N(C(C)C)CC)(C)C. Given the product [C:1]([C:5]1[O:9][N:8]=[C:7]([NH:10][C:11]([NH:13][C:14]2[CH:19]=[CH:18][CH:17]=[C:16]([O:20][C:21]3[C:30]4[C:25](=[CH:26][C:27]([O:33][CH2:34][CH2:35][CH2:36][N:38]5[CH2:43][CH2:42][S:41](=[O:45])(=[O:44])[CH2:40][CH2:39]5)=[C:28]([O:31][CH3:32])[CH:29]=4)[N:24]=[CH:23][N:22]=3)[CH:15]=2)=[O:12])[CH:6]=1)([CH3:4])([CH3:3])[CH3:2], predict the reactants needed to synthesize it. (8) Given the product [CH2:1]([O:9][C:21]1[CH:29]=[CH:28][C:24]([C:25]([OH:27])=[O:26])=[CH:23][C:22]=1[C:30]([F:31])([F:33])[F:32])[CH2:2][CH2:3][CH2:4][CH2:5][CH2:6][CH2:7][CH3:8], predict the reactants needed to synthesize it. The reactants are: [CH2:1]([OH:9])[CH2:2][CH2:3][CH2:4][CH2:5][CH2:6][CH2:7][CH3:8].C[Si]([N-][Si](C)(C)C)(C)C.[Na+].F[C:21]1[CH:29]=[CH:28][C:24]([C:25]([OH:27])=[O:26])=[CH:23][C:22]=1[C:30]([F:33])([F:32])[F:31].